Dataset: Full USPTO retrosynthesis dataset with 1.9M reactions from patents (1976-2016). Task: Predict the reactants needed to synthesize the given product. (1) Given the product [CH:6]12[O:9][CH:2]([CH2:8][CH2:7]1)[CH2:3][N:4]([CH2:11][C:10]#[N:13])[CH2:5]2, predict the reactants needed to synthesize it. The reactants are: Cl.[CH:2]12[O:9][CH:6]([CH2:7][CH2:8]1)[CH2:5][NH:4][CH2:3]2.[CH:10]([N:13](CC)C(C)C)(C)[CH3:11].BrCC#N.[I-].[Na+]. (2) Given the product [CH2:15]([O:14][C:9](=[O:13])[C:6]([CH3:7])([CH3:8])[CH2:19][C:18]#[CH:17])[CH3:16], predict the reactants needed to synthesize it. The reactants are: [Li+].CC([N-][CH:6]([CH3:8])[CH3:7])C.[C:9]([O:14][CH2:15][CH3:16])(=[O:13])C(C)C.[CH2:17](Br)[C:18]#[CH:19].OS([O-])(=O)=O.[K+]. (3) Given the product [CH3:1][O:2][C:3](=[O:15])[CH2:4][C@H:5]1[C:9]2[CH:10]=[CH:11][C:12]([O:14][CH2:37][C:33]3[CH:32]=[C:31]([C:27]4[C:26]([CH3:39])=[CH:25][C:24]([O:23][CH:20]5[CH2:19][CH2:18][S:17](=[O:40])(=[O:16])[CH2:22][CH2:21]5)=[CH:29][C:28]=4[CH3:30])[CH:36]=[CH:35][CH:34]=3)=[CH:13][C:8]=2[O:7][CH2:6]1, predict the reactants needed to synthesize it. The reactants are: [CH3:1][O:2][C:3](=[O:15])[CH2:4][C@H:5]1[C:9]2[CH:10]=[CH:11][C:12]([OH:14])=[CH:13][C:8]=2[O:7][CH2:6]1.[O:16]=[S:17]1(=[O:40])[CH2:22][CH2:21][CH:20]([O:23][C:24]2[CH:29]=[C:28]([CH3:30])[C:27]([C:31]3[CH:36]=[CH:35][CH:34]=[C:33]([CH2:37]O)[CH:32]=3)=[C:26]([CH3:39])[CH:25]=2)[CH2:19][CH2:18]1.C(P(CCCC)CCCC)CCC.N(C(N1CCCCC1)=O)=NC(N1CCCCC1)=O. (4) Given the product [C:1]([C:5]1[CH:13]=[C:9]([CH2:10][OH:11])[CH:8]=[C:7]([CH2:14][OH:15])[CH:6]=1)([CH3:4])([CH3:2])[CH3:3], predict the reactants needed to synthesize it. The reactants are: [C:1]([C:5]1[CH:6]=[C:7]([C:14](O)=[O:15])[CH:8]=[C:9]([CH:13]=1)[C:10](O)=[O:11])([CH3:4])([CH3:3])[CH3:2].[BH4-].[Na+].B(F)(F)F.CCOCC. (5) Given the product [Cl:1][C:2]1[C:7]([F:8])=[CH:6][N:5]=[C:4]2[N:9]([S:13]([C:16]3[CH:21]=[CH:20][CH:19]=[CH:18][CH:17]=3)(=[O:15])=[O:14])[C:10]([C:30]3[CH2:35][CH2:34][N:33]([C:36]([O:38][C:39]([CH3:42])([CH3:41])[CH3:40])=[O:37])[CH2:32][CH:31]=3)=[CH:11][C:3]=12, predict the reactants needed to synthesize it. The reactants are: [Cl:1][C:2]1[C:7]([F:8])=[CH:6][N:5]=[C:4]2[N:9]([S:13]([C:16]3[CH:21]=[CH:20][CH:19]=[CH:18][CH:17]=3)(=[O:15])=[O:14])[C:10](I)=[CH:11][C:3]=12.CC1(C)C(C)(C)OB([C:30]2[CH2:35][CH2:34][N:33]([C:36]([O:38][C:39]([CH3:42])([CH3:41])[CH3:40])=[O:37])[CH2:32][CH:31]=2)O1.C(=O)(O)[O-].[Na+]. (6) Given the product [F:29][C:2]([F:30])([F:1])[C@@H:3]([NH:20][C@H:21]([C:26]([NH:39][CH2:40][C:41]([NH2:46])=[O:66])=[O:28])[CH2:22][CH:23]([CH3:25])[CH3:24])[C:4]1[CH:9]=[CH:8][C:7]([C:10]2[CH:15]=[CH:14][C:13]([S:16]([CH3:19])(=[O:17])=[O:18])=[CH:12][CH:11]=2)=[CH:6][CH:5]=1, predict the reactants needed to synthesize it. The reactants are: [F:1][C:2]([F:30])([F:29])[C@@H:3]([NH:20][C@H:21]([C:26]([OH:28])=O)[CH2:22][CH:23]([CH3:25])[CH3:24])[C:4]1[CH:9]=[CH:8][C:7]([C:10]2[CH:15]=[CH:14][C:13]([S:16]([CH3:19])(=[O:18])=[O:17])=[CH:12][CH:11]=2)=[CH:6][CH:5]=1.CN(C(O[N:39]1N=[N:46][C:41]2C=CC=N[C:40]1=2)=[N+](C)C)C.F[P-](F)(F)(F)(F)F.C(N(CC)CC)C.CN(C=[O:66])C. (7) Given the product [N:1]1[CH:2]=[CH:3][N:4]2[CH:9]=[C:8]([C:29]3[N:28]=[C:27]([NH:26][CH2:13][CH:14]([C:31]4[CH:36]=[CH:35][CH:34]=[CH:33][CH:32]=4)[C:19]4[CH:14]=[CH:13][N:26]=[CH:17][CH:18]=4)[C:36]4[C:31](=[CH:32][CH:33]=[CH:34][CH:35]=4)[N:30]=3)[CH:7]=[CH:6][C:5]=12, predict the reactants needed to synthesize it. The reactants are: [N:1]1[CH:2]=[CH:3][N:4]2[CH:9]=[C:8](B(O)O)[CH:7]=[CH:6][C:5]=12.[CH:13]([NH:26][C:27]1[C:36]2[C:31](=[CH:32][CH:33]=[CH:34][CH:35]=2)[N:30]=[C:29](C2SC3C=CC=CC=3C=2)[N:28]=1)(C1C=CC=CC=1)[C:14]1[CH:19]=[CH:18][CH:17]=CC=1. (8) Given the product [OH:19][CH2:18][C@@H:13]([N:12]1[C:1](=[O:11])[C:2]2[C:3](=[CH:7][CH:8]=[CH:9][CH:10]=2)[C:4]1=[O:6])[CH2:14][CH:15]([CH3:17])[CH3:16], predict the reactants needed to synthesize it. The reactants are: [C:1]1(=[O:11])[O:6][C:4](=O)[C:3]2=[CH:7][CH:8]=[CH:9][CH:10]=[C:2]12.[NH2:12][C@H:13]([CH2:18][OH:19])[CH2:14][CH:15]([CH3:17])[CH3:16].C(N(CC)CC)C.